From a dataset of Tyrosyl-DNA phosphodiesterase HTS with 341,365 compounds. Binary Classification. Given a drug SMILES string, predict its activity (active/inactive) in a high-throughput screening assay against a specified biological target. (1) The molecule is s1c2n(c(=O)cc(n2)COc2ccc(NC(=O)COc3c(cccc3)C)cc2)cc1. The result is 0 (inactive). (2) The molecule is FC(F)(F)Oc1ccc(NC(=O)C=2NCCN2)cc1. The result is 0 (inactive). (3) The compound is O(C(=O)c1c(n(nc1)c1nc(OC)cc(OC)n1)C)C. The result is 0 (inactive).